Dataset: Full USPTO retrosynthesis dataset with 1.9M reactions from patents (1976-2016). Task: Predict the reactants needed to synthesize the given product. (1) Given the product [CH2:2]([O:1][C:8]1[CH:9]=[CH:10][C:11]([S:14]([NH:23][CH2:22][CH2:21][O:20][CH2:19][CH2:18][O:24][CH2:25][CH2:26][NH:27][C:35](=[O:36])[O:37][C:38]([CH3:41])([CH3:40])[CH3:39])(=[O:15])=[O:16])=[CH:12][CH:13]=1)[C:7]1[CH:6]=[CH:5][CH:4]=[CH:3][CH:28]=1, predict the reactants needed to synthesize it. The reactants are: [O:1]([C:8]1[CH:13]=[CH:12][C:11]([S:14](Cl)(=[O:16])=[O:15])=[CH:10][CH:9]=1)[C:2]1[CH:7]=[CH:6][CH:5]=[CH:4][CH:3]=1.[CH2:18]([O:24][CH2:25][CH2:26][NH2:27])[CH2:19][O:20][CH2:21][CH2:22][NH2:23].[CH2:28](N(CC)CC)C.[C:35](O[C:35]([O:37][C:38]([CH3:41])([CH3:40])[CH3:39])=[O:36])([O:37][C:38]([CH3:41])([CH3:40])[CH3:39])=[O:36]. (2) Given the product [C:1]([NH:4][C@@H:5]1[C@@H:10]([NH:11][C:12]([O:14][C:15]([CH3:58])([CH3:17])[CH3:16])=[O:13])[CH2:9][C:8]([C:18]([O:20][CH2:21][C@H:22]2[N:26]([C:27]([O:29][C:30]([CH3:33])([CH3:32])[CH3:31])=[O:28])[C@@H:25]([C:34]3[C:38]4[N:39]=[CH:40][N:41]=[C:42]([NH2:43])[C:37]=4[NH:36][CH:35]=3)[C@@H:24]3[O:46][C:47]([CH3:50])([CH3:49])[O:48][C@H:23]23)=[O:19])=[CH:7][C@H:6]1[O:51][CH:52]([CH2:55][CH3:56])[CH2:53][CH3:54])(=[O:3])[CH3:2], predict the reactants needed to synthesize it. The reactants are: [C:1]([NH:4][C@@H:5]1[C@@H:10]([NH:11][C:12]([O:14][CH:15]([CH3:17])[CH3:16])=[O:13])[CH2:9][C:8]([C:18]([O:20][CH2:21][C@H:22]2[N:26]([C:27]([O:29][C:30]([CH3:33])([CH3:32])[CH3:31])=[O:28])[C@@H:25]([C:34]3[C:38]4[N:39]=[CH:40][N:41]=[C:42]([N:43]=[N+]=[N-])[C:37]=4[NH:36][CH:35]=3)[C@@H:24]3[O:46][C:47]([CH3:50])([CH3:49])[O:48][C@H:23]23)=[O:19])=[CH:7][C@H:6]1[O:51][CH:52]([CH2:55][CH3:56])[CH2:53][CH3:54])(=[O:3])[CH3:2].P(C)(C)[CH3:58]. (3) Given the product [CH2:16]([O:8][C:5]1[CH:6]=[CH:7][C:2]([NH2:1])=[CH:3][C:4]=1[Cl:9])[C:17]1[CH:22]=[CH:21][CH:20]=[CH:19][CH:18]=1, predict the reactants needed to synthesize it. The reactants are: [NH2:1][C:2]1[CH:7]=[CH:6][C:5]([OH:8])=[C:4]([Cl:9])[CH:3]=1.C(=O)([O-])[O-].[K+].[K+].[CH2:16](Cl)[C:17]1[CH:22]=[CH:21][CH:20]=[CH:19][CH:18]=1.[OH-].[K+]. (4) The reactants are: [Cl:1][C:2]1[CH:3]=[C:4]([C:24](O)=[O:25])[C:5]([C:17]2[CH:22]=[CH:21][CH:20]=[C:19]([F:23])[CH:18]=2)=[C:6](/[N:10]=[N:11]/[N:12]([CH2:15][CH3:16])[CH2:13][CH3:14])[C:7]=1[C:8]#[CH:9].C(N(CC)C(C)C)(C)C.Cl.[CH3:37][NH:38][O:39][CH3:40].Cl. Given the product [Cl:1][C:2]1[CH:3]=[C:4]([C:24]([N:38]([O:39][CH3:40])[CH3:37])=[O:25])[C:5]([C:17]2[CH:22]=[CH:21][CH:20]=[C:19]([F:23])[CH:18]=2)=[C:6](/[N:10]=[N:11]/[N:12]([CH2:15][CH3:16])[CH2:13][CH3:14])[C:7]=1[C:8]#[CH:9], predict the reactants needed to synthesize it. (5) The reactants are: Br[C:2]1[N:6]=[C:5]([C:7]2[CH:12]=[CH:11][C:10]([O:13][CH2:14][CH2:15][CH2:16][C:17]([O:19][CH2:20][CH3:21])=[O:18])=[CH:9][C:8]=2[CH2:22][CH3:23])[S:4][N:3]=1.[CH3:24][CH:25]([O:27][C:28]1[CH:35]=[CH:34][C:33](B2OC(C)(C)C(C)(C)O2)=[CH:32][C:29]=1[C:30]#[N:31])[CH3:26].P([O-])([O-])([O-])=O.[K+].[K+].[K+].O. Given the product [C:30]([C:29]1[CH:32]=[C:33]([C:2]2[N:6]=[C:5]([C:7]3[CH:12]=[CH:11][C:10]([O:13][CH2:14][CH2:15][CH2:16][C:17]([O:19][CH2:20][CH3:21])=[O:18])=[CH:9][C:8]=3[CH2:22][CH3:23])[S:4][N:3]=2)[CH:34]=[CH:35][C:28]=1[O:27][CH:25]([CH3:26])[CH3:24])#[N:31], predict the reactants needed to synthesize it. (6) Given the product [CH3:1][CH2:2][C:3]([N-:5][S:6]([C:9]1[CH:14]=[CH:13][C:12]([C:15]2[C:19]([C:20]3[CH:25]=[CH:24][CH:23]=[CH:22][CH:21]=3)=[N:18][O:17][C:16]=2[CH3:26])=[CH:11][CH:10]=1)(=[O:8])=[O:7])=[O:4].[Na+:28], predict the reactants needed to synthesize it. The reactants are: [CH3:1][CH2:2][C:3]([NH:5][S:6]([C:9]1[CH:10]=[CH:11][C:12]([C:15]2[C:19]([C:20]3[CH:21]=[CH:22][CH:23]=[CH:24][CH:25]=3)=[N:18][O:17][C:16]=2[CH3:26])=[CH:13][CH:14]=1)(=[O:8])=[O:7])=[O:4].[OH-].[Na+:28]. (7) Given the product [CH2:20]1[C:29]2[C:24](=[CH:25][CH:26]=[CH:27][CH:28]=2)[CH2:23][CH2:22][N:21]1[CH2:3][CH:2]([OH:1])[CH2:4][O:5][C:6]1[CH:7]=[C:8]([NH:12][C:13](=[O:19])[O:14][C:15]([CH3:18])([CH3:17])[CH3:16])[CH:9]=[CH:10][CH:11]=1, predict the reactants needed to synthesize it. The reactants are: [O:1]1[CH2:3][CH:2]1[CH2:4][O:5][C:6]1[CH:7]=[C:8]([NH:12][C:13](=[O:19])[O:14][C:15]([CH3:18])([CH3:17])[CH3:16])[CH:9]=[CH:10][CH:11]=1.[CH2:20]1[C:29]2[C:24](=[CH:25][CH:26]=[CH:27][CH:28]=2)[CH2:23][CH2:22][NH:21]1. (8) Given the product [ClH:12].[Cl:12][C:11]1[CH:7]=[C:3]([C:4]([NH2:6])=[O:5])[C:1](=[NH:2])[N:25]([C@@H:23]([C:18]2[CH:19]=[C:20]([F:22])[CH:21]=[C:16]([F:15])[CH:17]=2)[CH3:24])[CH:10]=1, predict the reactants needed to synthesize it. The reactants are: [C:1]([CH:3]([CH:7]1[C:11]([Cl:12])=[C:10](Cl)C(=O)O1)[C:4]([NH2:6])=[O:5])#[N:2].[F:15][C:16]1[CH:17]=[C:18]([C@H:23]([NH2:25])[CH3:24])[CH:19]=[C:20]([F:22])[CH:21]=1.C(N(CC)CC)C. (9) Given the product [Cl:1][C:2]1[CH:7]=[CH:6][C:5]([S:8]([N:11]([CH2:20][C:21]2[CH:30]=[CH:29][C:24]([C:25]([O:27][CH3:28])=[O:26])=[CH:23][CH:22]=2)[C@H:12]2[CH2:17][CH2:16][CH2:15][CH2:14][C@@H:13]2[OH:18])(=[O:9])=[O:10])=[CH:4][CH:3]=1, predict the reactants needed to synthesize it. The reactants are: [Cl:1][C:2]1[CH:7]=[CH:6][C:5]([S:8]([NH:11][C@H:12]2[CH2:17][CH2:16][CH2:15][CH2:14][C@@H:13]2[OH:18])(=[O:10])=[O:9])=[CH:4][CH:3]=1.Br[CH2:20][C:21]1[CH:30]=[CH:29][C:24]([C:25]([O:27][CH3:28])=[O:26])=[CH:23][CH:22]=1.C(=O)([O-])[O-].[Cs+].[Cs+].O. (10) The reactants are: [OH:1][CH2:2][C:3]1[CH:12]=[CH:11][C:6]([C:7]([O:9][CH3:10])=[O:8])=[CH:5][CH:4]=1.C(=O)([O-])[O-].[Na+].[Na+].[C:19](OC=C)(=O)[CH3:20]. Given the product [CH:19]([O:1][CH2:2][C:3]1[CH:4]=[CH:5][C:6]([C:7]([O:9][CH3:10])=[O:8])=[CH:11][CH:12]=1)=[CH2:20], predict the reactants needed to synthesize it.